This data is from NCI-60 drug combinations with 297,098 pairs across 59 cell lines. The task is: Regression. Given two drug SMILES strings and cell line genomic features, predict the synergy score measuring deviation from expected non-interaction effect. (1) Drug 1: CN(C)N=NC1=C(NC=N1)C(=O)N. Drug 2: C1CN(CCN1C(=O)CCBr)C(=O)CCBr. Cell line: NCI/ADR-RES. Synergy scores: CSS=2.33, Synergy_ZIP=-4.15, Synergy_Bliss=-5.31, Synergy_Loewe=-10.0, Synergy_HSA=-5.02. (2) Drug 1: C1=NC2=C(N=C(N=C2N1C3C(C(C(O3)CO)O)O)F)N. Drug 2: CCC1(C2=C(COC1=O)C(=O)N3CC4=CC5=C(C=CC(=C5CN(C)C)O)N=C4C3=C2)O.Cl. Cell line: HCT-15. Synergy scores: CSS=32.9, Synergy_ZIP=-1.62, Synergy_Bliss=-0.441, Synergy_Loewe=-33.7, Synergy_HSA=-5.04. (3) Drug 1: CN1C2=C(C=C(C=C2)N(CCCl)CCCl)N=C1CCCC(=O)O.Cl. Drug 2: CS(=O)(=O)OCCCCOS(=O)(=O)C. Cell line: SK-MEL-28. Synergy scores: CSS=-0.107, Synergy_ZIP=0.0656, Synergy_Bliss=-0.707, Synergy_Loewe=-2.28, Synergy_HSA=-2.47. (4) Drug 1: C1CCC(CC1)NC(=O)N(CCCl)N=O. Drug 2: C(=O)(N)NO. Cell line: NCIH23. Synergy scores: CSS=8.43, Synergy_ZIP=-6.22, Synergy_Bliss=0.817, Synergy_Loewe=-16.5, Synergy_HSA=0.786.